Dataset: Reaction yield outcomes from USPTO patents with 853,638 reactions. Task: Predict the reaction yield, written as a fraction of the theoretical maximum amount of product (1.0 means a 100% yield; for example, 0.34 means a 34% yield). The reactants are [CH2:1]1[C:9]2[C:4](=[CH:5][CH:6]=[CH:7][CH:8]=2)[CH2:3][N:2]1[C:10]1[C:19]2[C:14](=[CH:15][CH:16]=[C:17]([C:20]3[CH:21]=[C:22]4[CH:28]=[CH:27][N:26]([Si](C(C)C)(C(C)C)C(C)C)[C:23]4=[N:24][CH:25]=3)[CH:18]=2)[N:13]=[CH:12][N:11]=1.[F-].[Cs+]. The catalyst is C(#N)C. The product is [CH2:3]1[C:4]2[C:9](=[CH:8][CH:7]=[CH:6][CH:5]=2)[CH2:1][N:2]1[C:10]1[C:19]2[C:14](=[CH:15][CH:16]=[C:17]([C:20]3[CH:21]=[C:22]4[CH:28]=[CH:27][NH:26][C:23]4=[N:24][CH:25]=3)[CH:18]=2)[N:13]=[CH:12][N:11]=1. The yield is 0.950.